This data is from Forward reaction prediction with 1.9M reactions from USPTO patents (1976-2016). The task is: Predict the product of the given reaction. (1) Given the reactants [ClH:1].Cl.[NH2:3][CH:4]1[CH2:9][CH2:8][N:7]([CH2:10][C@H:11]2[N:22]3[C:23]4[N:14]([C:15](=[O:25])[CH:16]=[N:17][C:18]=4[CH:19]=[CH:20][C:21]3=[O:24])[CH2:13][CH2:12]2)[CH2:6][CH2:5]1.[S:26]1[C:35]2[CH:34]=[C:33]([CH:36]=O)[N:32]=[CH:31][C:30]=2[O:29][CH2:28][CH2:27]1.C(O)(=O)C.C([O-])(=O)C.[Na+], predict the reaction product. The product is: [ClH:1].[ClH:1].[S:26]1[C:35]2[CH:34]=[C:33]([CH2:36][NH:3][CH:4]3[CH2:9][CH2:8][N:7]([CH2:10][C@H:11]4[N:22]5[C:23]6[N:14]([C:15](=[O:25])[CH:16]=[N:17][C:18]=6[CH:19]=[CH:20][C:21]5=[O:24])[CH2:13][CH2:12]4)[CH2:6][CH2:5]3)[N:32]=[CH:31][C:30]=2[O:29][CH2:28][CH2:27]1. (2) Given the reactants F[C:2]1[CH:23]=[CH:22][C:5]([CH2:6][N:7]2[C:11](=[O:12])[N:10]([C:13]3[S:17][C:16]([C:18]([OH:20])=O)=[C:15]([CH3:21])[CH:14]=3)[CH:9]=[N:8]2)=CC=1.C1(CCN2C(=O)N(C3SC(C(O)=O)=C(C)C=3)C=N2)CC1.[NH2:44][CH2:45][C:46]1[CH:47]=[N:48][CH:49]=[CH:50][CH:51]=1, predict the reaction product. The product is: [CH:22]1([CH2:5][CH2:6][N:7]2[C:11](=[O:12])[N:10]([C:13]3[S:17][C:16]([C:18]([NH:44][CH2:45][C:46]4[CH:47]=[N:48][CH:49]=[CH:50][CH:51]=4)=[O:20])=[C:15]([CH3:21])[CH:14]=3)[CH:9]=[N:8]2)[CH2:23][CH2:2]1. (3) Given the reactants [CH2:1]([N:4]1[C:13]2[C:8](=[CH:9][C:10]([C:14]([OH:16])=O)=[CH:11][CH:12]=2)[CH2:7][CH2:6][CH2:5]1)[CH:2]=[CH2:3].[C:17](C1NC=CN=1)([C:19]1[NH:20]C=CN=1)=[O:18].C(CN)O, predict the reaction product. The product is: [CH2:1]([N:4]1[C:13]2[C:8](=[CH:9][C:10]([C:14]([NH:20][CH2:19][CH2:17][OH:18])=[O:16])=[CH:11][CH:12]=2)[CH2:7][CH2:6][CH2:5]1)[CH:2]=[CH2:3]. (4) Given the reactants [Cl:1][C:2]1[CH:3]=[N+:4]([O-:27])[CH:5]=[C:6]([Cl:26])[C:7]=1[CH2:8][C@@H:9]([C:11]1[CH:16]=[CH:15][C:14]([O:17][CH:18]([F:20])[F:19])=[C:13]([O:21][CH2:22][CH:23]2[CH2:25][CH2:24]2)[CH:12]=1)[OH:10].[C:28]1([S:34]([CH2:37][CH2:38][N:39]2[CH2:43][CH2:42][CH2:41][C@H:40]2[C:44](O)=[O:45])(=[O:36])=[O:35])[CH:33]=[CH:32][CH:31]=[CH:30][CH:29]=1.C(Cl)CCl, predict the reaction product. The product is: [Cl:1][C:2]1[CH:3]=[N+:4]([O-:27])[CH:5]=[C:6]([Cl:26])[C:7]=1[CH2:8][C@@H:9]([C:11]1[CH:16]=[CH:15][C:14]([O:17][CH:18]([F:20])[F:19])=[C:13]([O:21][CH2:22][CH:23]2[CH2:25][CH2:24]2)[CH:12]=1)[O:10][C:44]([C@@H:40]1[CH2:41][CH2:42][CH2:43][N:39]1[CH2:38][CH2:37][S:34]([C:28]1[CH:33]=[CH:32][CH:31]=[CH:30][CH:29]=1)(=[O:36])=[O:35])=[O:45]. (5) Given the reactants [Cl:1][C:2]1[CH:3]=[C:4]([C:32]2[CH:37]=[CH:36][CH:35]=[CH:34][CH:33]=2)[CH:5]=[CH:6][C:7]=1[CH2:8][N:9]1[C:13]2[CH:14]=[C:15]([O:19][CH2:20][C:21]3[N:30]=[CH:29][CH:28]=[CH:27][C:22]=3[C:23]([O:25]C)=[O:24])[CH:16]=[C:17]([CH3:18])[C:12]=2[N:11]=[C:10]1[CH3:31].[OH-].[Na+].Cl, predict the reaction product. The product is: [Cl:1][C:2]1[CH:3]=[C:4]([C:32]2[CH:37]=[CH:36][CH:35]=[CH:34][CH:33]=2)[CH:5]=[CH:6][C:7]=1[CH2:8][N:9]1[C:13]2[CH:14]=[C:15]([O:19][CH2:20][C:21]3[N:30]=[CH:29][CH:28]=[CH:27][C:22]=3[C:23]([OH:25])=[O:24])[CH:16]=[C:17]([CH3:18])[C:12]=2[N:11]=[C:10]1[CH3:31]. (6) Given the reactants [CH:1]([C:3]1[CH:4]=[C:5]([S:20]([NH2:23])(=[O:22])=[O:21])[CH:6]=[C:7]([C:11]2[CH:16]=[CH:15][CH:14]=[C:13]([N+:17]([O-:19])=[O:18])[CH:12]=2)[C:8]=1[O:9][CH3:10])=[O:2].[C:24](Cl)(=[O:31])[C:25]1[CH:30]=[CH:29][CH:28]=[CH:27][CH:26]=1, predict the reaction product. The product is: [C:24]([NH:23][S:20]([C:5]1[CH:6]=[C:7]([C:11]2[CH:16]=[CH:15][CH:14]=[C:13]([N+:17]([O-:19])=[O:18])[CH:12]=2)[C:8]([O:9][CH3:10])=[C:3]([CH:1]=[O:2])[CH:4]=1)(=[O:22])=[O:21])(=[O:31])[C:25]1[CH:30]=[CH:29][CH:28]=[CH:27][CH:26]=1. (7) The product is: [Cl:33][C:25]1[CH:24]=[C:23]([C:21]2[O:20][N:19]=[C:18]([C:14]3[C:13]([CH3:34])=[C:12]4[C:17](=[CH:16][CH:15]=3)[CH:8]([CH2:7][C:6]([OH:42])=[O:5])[N:9]([C:35]([O:37][C:38]([CH3:39])([CH3:41])[CH3:40])=[O:36])[CH2:10][CH2:11]4)[N:22]=2)[CH:28]=[CH:27][C:26]=1[O:29][CH:30]([CH3:32])[CH3:31]. Given the reactants C([O:5][C:6](=[O:42])[CH2:7][CH:8]1[C:17]2[C:12](=[C:13]([CH3:34])[C:14]([C:18]3[N:22]=[C:21]([C:23]4[CH:28]=[CH:27][C:26]([O:29][CH:30]([CH3:32])[CH3:31])=[C:25]([Cl:33])[CH:24]=4)[O:20][N:19]=3)=[CH:15][CH:16]=2)[CH2:11][CH2:10][N:9]1[C:35]([O:37][C:38]([CH3:41])([CH3:40])[CH3:39])=[O:36])CCC.[OH-].[Na+], predict the reaction product. (8) The product is: [F:1][C:2]1[C:7]([F:8])=[CH:6][CH:5]=[CH:4][C:3]=1[C:9]1[N:35]=[C:12]2[CH:13]=[N:14][N:15]([CH2:17][C:18]3[N:23]=[N:22][C:21]([C:24]4[CH:29]=[CH:28][C:27]([O:30][CH2:37][CH2:38][CH:39]([CH3:41])[CH3:40])=[CH:26][C:25]=4[C:31]([F:33])([F:34])[F:32])=[CH:20][CH:19]=3)[CH:16]=[C:11]2[N:10]=1. Given the reactants [F:1][C:2]1[C:7]([F:8])=[CH:6][CH:5]=[CH:4][C:3]=1[C:9]1[N:35]=[C:12]2[CH:13]=[N:14][N:15]([CH2:17][C:18]3[N:23]=[N:22][C:21]([C:24]4[CH:29]=[CH:28][C:27]([OH:30])=[CH:26][C:25]=4[C:31]([F:34])([F:33])[F:32])=[CH:20][CH:19]=3)[CH:16]=[C:11]2[N:10]=1.Br[CH2:37][CH2:38][CH:39]([CH3:41])[CH3:40], predict the reaction product.